From a dataset of Catalyst prediction with 721,799 reactions and 888 catalyst types from USPTO. Predict which catalyst facilitates the given reaction. Reactant: [NH2:1][C:2]1[CH:7]=[C:6]([O:8][CH3:9])[CH:5]=[CH:4][C:3]=1[OH:10].[Cl:11][C:12]1[CH:19]=[C:18]([Cl:20])[CH:17]=[CH:16][C:13]=1[CH:14]=O.C(C1C(=O)C(Cl)=C(Cl)C(=O)C=1C#N)#N. Product: [Cl:11][C:12]1[CH:19]=[C:18]([Cl:20])[CH:17]=[CH:16][C:13]=1[C:14]1[O:10][C:3]2[CH:4]=[CH:5][C:6]([O:8][CH3:9])=[CH:7][C:2]=2[N:1]=1. The catalyst class is: 138.